Task: Predict the product of the given reaction.. Dataset: Forward reaction prediction with 1.9M reactions from USPTO patents (1976-2016) Given the reactants Cl[C:2]1[N:7]=[CH:6][N:5]=[C:4]([N:8]2[CH2:13][CH2:12][CH2:11][N:10]3[C:14](=[O:24])[CH:15]=[C:16]([C:18]4[CH:23]=[CH:22][CH:21]=[CH:20][CH:19]=4)[CH:17]=[C:9]23)[CH:3]=1.C([O-])([O-])=O.[K+].[K+].[CH2:31]([NH2:39])[CH2:32][C:33]1[CH:38]=[CH:37][CH:36]=[CH:35][CH:34]=1, predict the reaction product. The product is: [CH2:31]([NH:39][C:2]1[N:7]=[CH:6][N:5]=[C:4]([N:8]2[CH2:13][CH2:12][CH2:11][N:10]3[C:14](=[O:24])[CH:15]=[C:16]([C:18]4[CH:23]=[CH:22][CH:21]=[CH:20][CH:19]=4)[CH:17]=[C:9]23)[CH:3]=1)[CH2:32][C:33]1[CH:38]=[CH:37][CH:36]=[CH:35][CH:34]=1.